This data is from HIV replication inhibition screening data with 41,000+ compounds from the AIDS Antiviral Screen. The task is: Binary Classification. Given a drug SMILES string, predict its activity (active/inactive) in a high-throughput screening assay against a specified biological target. (1) The result is 0 (inactive). The compound is C=C1C(=O)OC2C1C(OC(=O)C1(C)OC1C)C(OC(C)=O)C(C(=O)OC)=CCCC1(C)OC21. (2) The compound is CC(O)C1(CNc2cc(Cl)nc(N)n2)CCC1. The result is 0 (inactive). (3) The molecule is CCCCCCCC(=O)c1ccc(O)c(-c2nc3cc(C(F)(F)F)ccc3[nH]2)c1. The result is 0 (inactive). (4) The drug is O=C1C(=Cc2cccc(Cl)c2)CCCc2ccccc21. The result is 0 (inactive). (5) The molecule is COc1cc(C=C2C(=O)N(c3cc(Cl)ccc3Cl)C(c3ccccc3)S2(=O)=O)cc(OC)c1OC. The result is 0 (inactive). (6) The compound is Nc1nc(N)nc(-c2cnccn2)n1. The result is 0 (inactive).